Dataset: Reaction yield outcomes from USPTO patents with 853,638 reactions. Task: Predict the reaction yield, written as a fraction of the theoretical maximum amount of product (1.0 means a 100% yield; for example, 0.34 means a 34% yield). (1) The reactants are [CH:1]([C:3]1[NH:7][C:6]([CH3:8])=[C:5]([C:9]([OH:11])=[O:10])[C:4]=1[CH3:12])=O.[F:13][C:14]1[CH:15]=[C:16]2[C:20](=[CH:21][CH:22]=1)[NH:19][C:18](=[O:23])[CH2:17]2.C(O)C.N1CCCC1. The catalyst is C(O)(=O)C. The product is [F:13][C:14]1[CH:15]=[C:16]2[C:20](=[CH:21][CH:22]=1)[NH:19][C:18](=[O:23])/[C:17]/2=[CH:1]\[C:3]1[NH:7][C:6]([CH3:8])=[C:5]([C:9]([OH:11])=[O:10])[C:4]=1[CH3:12]. The yield is 0.790. (2) The reactants are [CH:1]([B-](F)(F)F)=[CH2:2].[K+].C1C=CC(P(C2C=CC=CC=2)C2C=CC=CC=2)=CC=1.C([O-])([O-])=O.[Cs+].[Cs+].[CH2:33]([O:35][C:36]([C:38]1([CH3:51])[CH2:46][C:45]2[C:40](=[C:41]([CH3:49])[C:42](Br)=[C:43]([CH3:47])[CH:44]=2)[C:39]1=[O:50])=[O:37])[CH3:34]. The catalyst is C1COCC1.O.O.Cl[Pd]Cl. The product is [CH2:33]([O:35][C:36]([C:38]1([CH3:51])[CH2:46][C:45]2[C:40](=[C:41]([CH3:49])[C:42]([CH:1]=[CH2:2])=[C:43]([CH3:47])[CH:44]=2)[C:39]1=[O:50])=[O:37])[CH3:34]. The yield is 0.920.